From a dataset of Full USPTO retrosynthesis dataset with 1.9M reactions from patents (1976-2016). Predict the reactants needed to synthesize the given product. (1) Given the product [CH2:12]([O:1][C:2]1[CH:9]=[CH:8][C:5]([CH:6]=[O:7])=[CH:4][C:3]=1[O:10][CH3:11])[CH3:13], predict the reactants needed to synthesize it. The reactants are: [OH:1][C:2]1[CH:9]=[CH:8][C:5]([CH:6]=[O:7])=[CH:4][C:3]=1[O:10][CH3:11].[CH:12](O)(C)[CH3:13].[OH-].[Na+]. (2) Given the product [N+:20]([C:23]1[CH:30]=[CH:29][C:28]([B:32]2[O:36][C:35]([CH3:38])([CH3:37])[C:34]([CH3:40])([CH3:39])[O:33]2)=[CH:27][C:24]=1[CH:25]=[O:26])([O-:22])=[O:21], predict the reactants needed to synthesize it. The reactants are: C1(P(C2CCCCC2)C2CCCCC2)CCCCC1.[N+:20]([C:23]1[CH:30]=[C:29](Br)[CH:28]=[CH:27][C:24]=1[CH:25]=[O:26])([O-:22])=[O:21].[B:32]1([B:32]2[O:36][C:35]([CH3:38])([CH3:37])[C:34]([CH3:40])([CH3:39])[O:33]2)[O:36][C:35]([CH3:38])([CH3:37])[C:34]([CH3:40])([CH3:39])[O:33]1.C([O-])(=O)C.[K+].